From a dataset of Retrosynthesis with 50K atom-mapped reactions and 10 reaction types from USPTO. Predict the reactants needed to synthesize the given product. Given the product Nc1cc(/C=C/N2C(=O)c3ccccc3C2=O)cc(C(F)(F)F)c1, predict the reactants needed to synthesize it. The reactants are: C=CN1C(=O)c2ccccc2C1=O.Nc1cc(Br)cc(C(F)(F)F)c1.